This data is from Catalyst prediction with 721,799 reactions and 888 catalyst types from USPTO. The task is: Predict which catalyst facilitates the given reaction. (1) Reactant: [Si:1]([O:8][C@H:9]1[C@H:13]2[O:14][CH2:15][C:16](=O)[C@H:12]2[O:11][CH2:10]1)([C:4]([CH3:7])([CH3:6])[CH3:5])([CH3:3])[CH3:2].C1(P(C2C=CC=CC=2)C2C=CC=CC=2)C=CC=CC=1.Br[C:38](Br)([F:40])[F:39]. Product: [C:4]([Si:1]([O:8][C@@H:9]1[CH2:10][O:11][C@@H:12]2[C:16](=[C:38]([F:40])[F:39])[CH2:15][O:14][C@H:13]12)([CH3:2])[CH3:3])([CH3:5])([CH3:6])[CH3:7]. The catalyst class is: 80. (2) Reactant: [OH:1][C@H:2]([CH2:8][CH2:9][CH2:10][CH2:11][CH2:12][CH2:13][CH2:14][CH2:15][CH2:16][CH2:17][CH2:18][CH2:19][CH3:20])[CH2:3][C:4]([O:6][CH3:7])=[O:5].C(N(CC)CC)C.[CH3:28][S:29](Cl)(=[O:31])=[O:30].Cl. Product: [CH3:28][S:29]([O:1][C@H:2]([CH2:8][CH2:9][CH2:10][CH2:11][CH2:12][CH2:13][CH2:14][CH2:15][CH2:16][CH2:17][CH2:18][CH2:19][CH3:20])[CH2:3][C:4]([O:6][CH3:7])=[O:5])(=[O:31])=[O:30]. The catalyst class is: 96. (3) Reactant: [CH3:1][S:2](Cl)(=[O:4])=[O:3].[F:6][C:7]1[CH:12]=[CH:11][C:10]([C:13]2[C:14]([C:20]3[CH:25]=[CH:24][N:23]=[CH:22][CH:21]=3)=[C:15]([CH2:18][OH:19])[NH:16][CH:17]=2)=[CH:9][CH:8]=1. Product: [CH3:1][S:2]([O:19][CH2:18][C:15]1[NH:16][CH:17]=[C:13]([C:10]2[CH:9]=[CH:8][C:7]([F:6])=[CH:12][CH:11]=2)[C:14]=1[C:20]1[CH:21]=[CH:22][N:23]=[CH:24][CH:25]=1)(=[O:4])=[O:3]. The catalyst class is: 17. (4) Reactant: [C:1]([O:5][C:6]([N:8]1[CH2:12][CH:11]([O:13][Si:14]([C:17]([CH3:20])([CH3:19])[CH3:18])([CH3:16])[CH3:15])[CH2:10][CH:9]1[C:21]([OH:23])=O)=[O:7])([CH3:4])([CH3:3])[CH3:2].[F:24][C:25]1[CH:31]=[C:30]([I:32])[CH:29]=[CH:28][C:26]=1[NH2:27].CCOC1N(C(OCC)=O)C2C(=CC=CC=2)C=C1.C(N(CC)CC)C. Product: [C:1]([O:5][C:6]([N:8]1[CH2:12][C@H:11]([O:13][Si:14]([C:17]([CH3:20])([CH3:19])[CH3:18])([CH3:16])[CH3:15])[CH2:10][C@@H:9]1[C:21](=[O:23])[NH:27][C:26]1[CH:28]=[CH:29][C:30]([I:32])=[CH:31][C:25]=1[F:24])=[O:7])([CH3:2])([CH3:4])[CH3:3]. The catalyst class is: 22. (5) Reactant: [CH3:1][C:2]1[S:11][C:10]2[NH:9][C:8]3[CH:12]=[CH:13][CH:14]=[CH:15][C:7]=3[N:6]=[C:5]([N:16]3[CH2:21][CH2:20][NH:19][C@@H:18]([CH2:22][CH2:23][C:24]4[CH:25]=[N:26][CH:27]=[CH:28][CH:29]=4)[CH2:17]3)[C:4]=2[CH:3]=1.C=O.[CH2:32](Cl)Cl.C(O[BH-](OC(=O)C)OC(=O)C)(=O)C.[Na+]. Product: [CH3:1][C:2]1[S:11][C:10]2[NH:9][C:8]3[CH:12]=[CH:13][CH:14]=[CH:15][C:7]=3[N:6]=[C:5]([N:16]3[CH2:21][CH2:20][N:19]([CH3:32])[C@@H:18]([CH2:22][CH2:23][C:24]4[CH:25]=[N:26][CH:27]=[CH:28][CH:29]=4)[CH2:17]3)[C:4]=2[CH:3]=1. The catalyst class is: 389. (6) Reactant: [CH3:1][C:2]1([CH3:26])[O:6][C@@H:5]([C@H:7](OS(C)(=O)=O)[C@@H:8]2[C@H:12]([CH2:13]OS(C)(=O)=O)[O:11][C:10]([CH3:20])([CH3:19])[O:9]2)[CH2:4][O:3]1.[S-2:27].[Na+].[Na+]. Product: [CH3:1][C:2]1([CH3:26])[O:6][C@@H:5]([C@@H:7]2[C@@H:8]3[C@@H:12]([O:11][C:10]([CH3:20])([CH3:19])[O:9]3)[CH2:13][S:27]2)[CH2:4][O:3]1. The catalyst class is: 9. (7) Reactant: [F:1][C:2]1[CH:11]=[C:10]2[C:5]([CH2:6][CH2:7][CH2:8][NH:9]2)=[CH:4][CH:3]=1.Cl[C:13]1[C:14](=[O:27])[NH:15][C:16]2[C:21]([N:22]=1)=[CH:20][C:19]([C:23]([O:25][CH3:26])=[O:24])=[CH:18][CH:17]=2. Product: [F:1][C:2]1[CH:11]=[C:10]2[C:5]([CH2:6][CH2:7][CH2:8][N:9]2[C:13]2[C:14](=[O:27])[NH:15][C:16]3[C:21]([N:22]=2)=[CH:20][C:19]([C:23]([O:25][CH3:26])=[O:24])=[CH:18][CH:17]=3)=[CH:4][CH:3]=1. The catalyst class is: 179. (8) Reactant: O[CH2:2][C:3]1[C:4]([C:25]([F:28])([F:27])[F:26])=[N:5][N:6]([CH2:8][C:9]2[CH:10]=[C:11]3[C:15](=[CH:16][CH:17]=2)[CH2:14][C@H:13]([NH:18][S:19]([CH:22]([CH3:24])[CH3:23])(=[O:21])=[O:20])[CH2:12]3)[CH:7]=1.CCN(S(F)(F)[F:35])CC. Product: [F:35][CH2:2][C:3]1[C:4]([C:25]([F:28])([F:27])[F:26])=[N:5][N:6]([CH2:8][C:9]2[CH:10]=[C:11]3[C:15](=[CH:16][CH:17]=2)[CH2:14][C@H:13]([NH:18][S:19]([CH:22]([CH3:24])[CH3:23])(=[O:21])=[O:20])[CH2:12]3)[CH:7]=1. The catalyst class is: 2. (9) Reactant: Cl.[CH3:2][O:3][C:4]1[CH:5]=[C:6]([C:12]2[CH2:13][CH2:14][C:15](=[O:24])[N:16]([CH:18]3[CH2:23][CH2:22][NH:21][CH2:20][CH2:19]3)[N:17]=2)[CH:7]=[CH:8][C:9]=1[O:10][CH3:11].[O:25]=[C:26]1[CH:35]=[CH:34][C:33]2[C:28](=[CH:29][CH:30]=[C:31]([O:36][CH2:37][CH2:38][CH2:39][C:40](O)=[O:41])[CH:32]=2)[NH:27]1.C(N(CC)CC)C.Cl.C(N=C=N)C. Product: [CH3:2][O:3][C:4]1[CH:5]=[C:6]([C:12]2[CH2:13][CH2:14][C:15](=[O:24])[N:16]([CH:18]3[CH2:19][CH2:20][N:21]([C:40](=[O:41])[CH2:39][CH2:38][CH2:37][O:36][C:31]4[CH:32]=[C:33]5[C:28](=[CH:29][CH:30]=4)[NH:27][C:26](=[O:25])[CH:35]=[CH:34]5)[CH2:22][CH2:23]3)[N:17]=2)[CH:7]=[CH:8][C:9]=1[O:10][CH3:11]. The catalyst class is: 3. (10) Reactant: [Cl:1][C:2]1[CH:3]=[C:4]([CH:17]=[CH:18][CH:19]=1)[C:5]([NH:7][C:8]([CH3:16])([C:10]1[CH:15]=[CH:14][CH:13]=[CH:12][CH:11]=1)[CH3:9])=[O:6].CN(CCN(C)C)C.C([Li])(CC)C.CCCCCC.CN([CH:42]=[O:43])C. Product: [Cl:1][C:2]1[CH:19]=[CH:18][CH:17]=[C:4]2[C:3]=1[CH:42]([OH:43])[N:7]([C:8]([CH3:16])([C:10]1[CH:11]=[CH:12][CH:13]=[CH:14][CH:15]=1)[CH3:9])[C:5]2=[O:6]. The catalyst class is: 20.